Task: Predict the reaction yield, written as a fraction of the theoretical maximum amount of product (1.0 means a 100% yield; for example, 0.34 means a 34% yield).. Dataset: Reaction yield outcomes from USPTO patents with 853,638 reactions (1) The reactants are Br[C:2]1[CH:7]=[CH:6][C:5]([Br:8])=[CH:4][N:3]=1.[CH3:9][S-].[Na+].O.O[O:14][S:15]([O-:17])=O.[K+]. The catalyst is CN(C=O)C.CC(C)=O. The product is [Br:8][C:5]1[CH:6]=[CH:7][C:2]([S:15]([CH3:9])(=[O:17])=[O:14])=[N:3][CH:4]=1. The yield is 0.540. (2) The reactants are Br[C:2]1[CH:3]=[CH:4][C:5]2[N:6]([CH3:15])[C:7]3[C:12]([C:13]=2[CH:14]=1)=[CH:11][CH:10]=[CH:9][CH:8]=3.[NH:16]1[CH:20]=[CH:19][N:18]=[CH:17]1.C(=O)([O-])[O-].[K+].[K+]. The catalyst is C(Cl)Cl. The product is [CH3:15][N:6]1[C:5]2[CH:4]=[CH:3][C:2]([N:16]3[CH:20]=[CH:19][NH:18][CH2:17]3)=[CH:14][C:13]=2[C:12]2[C:7]1=[CH:8][CH:9]=[CH:10][CH:11]=2. The yield is 0.520. (3) The reactants are [CH2:1]([C:8]1[CH:16]=[CH:15][C:11]([C:12]([O-:14])=[O:13])=[CH:10][CH:9]=1)[C:2]1C=CC=CC=1.[NH:17]1[CH2:22][CH2:21][CH2:20][CH2:19][CH2:18]1.CC[C:25]1[CH:30]=[CH:29][C:28]([C:31]([OH:33])=[O:32])=[CH:27][CH:26]=1.[H][H]. The catalyst is CCO.CCOC(C)=O.[Pd]. The product is [CH2:1]([C:8]1[CH:16]=[CH:15][C:11]([C:12]([O-:14])=[O:13])=[CH:10][CH:9]=1)[CH3:2].[NH:17]1[CH2:22][CH2:21][CH:20]([C:27]2[C:28]([C:31]([OH:33])=[O:32])=[CH:29][CH:30]=[CH:25][CH:26]=2)[CH2:19][CH2:18]1. The yield is 0.820. (4) The reactants are Br[C:2]1[CH:11]=[CH:10][CH:9]=[C:8]2[C:3]=1[CH:4]=[C:5]([Cl:13])[NH:6][C:7]2=[O:12].[CH3:14][N:15](C=O)C. The catalyst is [C-]#N.[Zn+2].[C-]#N.C1C=CC([P]([Pd]([P](C2C=CC=CC=2)(C2C=CC=CC=2)C2C=CC=CC=2)([P](C2C=CC=CC=2)(C2C=CC=CC=2)C2C=CC=CC=2)[P](C2C=CC=CC=2)(C2C=CC=CC=2)C2C=CC=CC=2)(C2C=CC=CC=2)C2C=CC=CC=2)=CC=1. The product is [Cl:13][C:5]1[NH:6][C:7](=[O:12])[C:8]2[CH:9]=[CH:10][CH:11]=[C:2]([C:14]#[N:15])[C:3]=2[CH:4]=1. The yield is 0.250. (5) The reactants are [Br:1][C:2]1[C:3]([O:11][C:12]2[CH:17]=[CH:16][C:15]([F:18])=[CH:14][C:13]=2[F:19])=[N:4][CH:5]=[C:6]([CH:10]=1)[C:7](O)=[O:8].CO. The catalyst is O1CCCC1. The product is [Br:1][C:2]1[CH:10]=[C:6]([CH2:7][OH:8])[CH:5]=[N:4][C:3]=1[O:11][C:12]1[CH:17]=[CH:16][C:15]([F:18])=[CH:14][C:13]=1[F:19]. The yield is 0.760.